From a dataset of Full USPTO retrosynthesis dataset with 1.9M reactions from patents (1976-2016). Predict the reactants needed to synthesize the given product. (1) Given the product [NH:42]([C:2]1[N:11]=[CH:10][CH:9]=[C:8]2[C:3]=1[CH:4]=[C:5]([C:30]1[CH:35]=[CH:34][CH:33]=[CH:32][CH:31]=1)[C:6]([C:12]1[CH:17]=[CH:16][C:15]([C:18]3([NH:22][C:23](=[O:29])[O:24][C:25]([CH3:28])([CH3:27])[CH3:26])[CH2:21][CH2:20][CH2:19]3)=[CH:14][CH:13]=1)=[N:7]2)[NH2:43], predict the reactants needed to synthesize it. The reactants are: Cl[C:2]1[N:11]=[CH:10][CH:9]=[C:8]2[C:3]=1[CH:4]=[C:5]([C:30]1[CH:35]=[CH:34][CH:33]=[CH:32][CH:31]=1)[C:6]([C:12]1[CH:17]=[CH:16][C:15]([C:18]3([NH:22][C:23](=[O:29])[O:24][C:25]([CH3:28])([CH3:27])[CH3:26])[CH2:21][CH2:20][CH2:19]3)=[CH:14][CH:13]=1)=[N:7]2.O1CCOCC1.[NH2:42][NH2:43]. (2) Given the product [C:1]([O:5][C:6]([NH:8][C@@H:9]1[C:10](=[O:11])[N:12]2[CH2:28][C@H:27]([O:29][C:30]3[C:31]4[CH:44]=[CH:43][S:42][C:32]=4[N:33]=[C:34]([C:36]4[CH:41]=[CH:40][CH:39]=[CH:38][N:37]=4)[N:35]=3)[CH2:26][C@H:13]2[C:14](=[O:15])[NH:16][C@:17]2([C:22]([O:24][CH3:25])=[O:23])[CH2:19][C@H:18]2[CH:20]=[CH:50][CH2:49][CH2:48][CH2:47][CH2:46][CH2:45]1)=[O:7])([CH3:4])([CH3:2])[CH3:3], predict the reactants needed to synthesize it. The reactants are: [C:1]([O:5][C:6]([NH:8][C@@H:9]([CH2:45][CH2:46][CH2:47][CH2:48][CH2:49][CH:50]=C)[C:10]([N:12]1[CH2:28][C@H:27]([O:29][C:30]2[C:31]3[CH:44]=[CH:43][S:42][C:32]=3[N:33]=[C:34]([C:36]3[CH:41]=[CH:40][CH:39]=[CH:38][N:37]=3)[N:35]=2)[CH2:26][C@H:13]1[C:14]([NH:16][C@:17]1([C:22]([O:24][CH3:25])=[O:23])[CH2:19][C@H:18]1[CH:20]=C)=[O:15])=[O:11])=[O:7])([CH3:4])([CH3:3])[CH3:2]. (3) Given the product [CH3:1][O:2][C:3]1[CH:4]=[C:5]2[C:10](=[CH:11][C:12]=1[O:13][CH3:14])[N:9]=[CH:8][CH:7]=[C:6]2[O:15][C:16]1[CH:17]=[C:18]2[C:23](=[CH:24][CH:25]=1)[C:22]([NH:26][S:33]([C:27]1[CH:32]=[CH:31][CH:30]=[CH:29][CH:28]=1)(=[O:35])=[O:34])=[CH:21][CH:20]=[CH:19]2, predict the reactants needed to synthesize it. The reactants are: [CH3:1][O:2][C:3]1[CH:4]=[C:5]2[C:10](=[CH:11][C:12]=1[O:13][CH3:14])[N:9]=[CH:8][CH:7]=[C:6]2[O:15][C:16]1[CH:17]=[C:18]2[C:23](=[CH:24][CH:25]=1)[C:22]([NH2:26])=[CH:21][CH:20]=[CH:19]2.[C:27]1([S:33](Cl)(=[O:35])=[O:34])[CH:32]=[CH:31][CH:30]=[CH:29][CH:28]=1. (4) Given the product [Cl:1][C:2]1[CH:3]=[CH:4][C:5]([C:8]2[O:9][C:10]3[C:15]([C:16](=[O:18])[CH:17]=2)=[C:14]([OH:19])[CH:13]=[C:12]([OH:20])[C:11]=3[CH2:24][CH:25]=[C:26]([CH3:28])[CH3:27])=[CH:6][CH:7]=1, predict the reactants needed to synthesize it. The reactants are: [Cl:1][C:2]1[CH:7]=[CH:6][C:5]([C:8]2[O:9][C:10]3[C:15]([C:16](=[O:18])[CH:17]=2)=[C:14]([OH:19])[CH:13]=[C:12]([O:20]COC)[C:11]=3[CH2:24][CH:25]=[C:26]([CH3:28])[CH3:27])=[CH:4][CH:3]=1. (5) Given the product [F:27][C:28]1[CH:35]=[CH:34][C:31]([CH2:32][C:21]2[CH:22]=[CH:23][CH:24]=[CH:25][C:20]=2[OH:19])=[CH:30][CH:29]=1, predict the reactants needed to synthesize it. The reactants are: CCCCCC.C([Li])CCC.C([O:19][C:20]1[CH:25]=[CH:24][CH:23]=[CH:22][C:21]=1Br)C1C=CC=CC=1.[F:27][C:28]1[CH:35]=[CH:34][C:31]([CH:32]=O)=[CH:30][CH:29]=1.[Cl-].[NH4+].Cl. (6) Given the product [O:29]=[C:24]1[NH:25][C:26](=[O:28])[C:27](=[CH:1][C:3]2[CH:8]=[CH:7][C:6]([C:9]3[CH:14]=[CH:13][CH:12]=[C:11]([NH:15][C:16](=[O:22])[O:17][C:18]([CH3:21])([CH3:20])[CH3:19])[CH:10]=3)=[CH:5][CH:4]=2)[S:23]1, predict the reactants needed to synthesize it. The reactants are: [CH:1]([C:3]1[CH:8]=[CH:7][C:6]([C:9]2[CH:14]=[CH:13][CH:12]=[C:11]([NH:15][C:16](=[O:22])[O:17][C:18]([CH3:21])([CH3:20])[CH3:19])[CH:10]=2)=[CH:5][CH:4]=1)=O.[S:23]1[CH2:27][C:26](=[O:28])[NH:25][C:24]1=[O:29]. (7) Given the product [OH:15][C:13]1[C:9]2[C:2](=[CH:3][CH:4]=[C:5]([CH3:6])[CH:8]=2)[CH:1]=[C:11]([C:10]([OH:18])=[O:17])[CH:12]=1, predict the reactants needed to synthesize it. The reactants are: [CH3:1][C:2]1[CH:9]=[CH:8][C:5]([CH:6]=O)=[CH:4][CH:3]=1.[C:10]([O:18]C)(=[O:17])[CH2:11][CH2:12][C:13]([O:15]C)=O.CC(C)([O-])C.[K+].O. (8) Given the product [CH3:1][C:2]1[N:3]=[C:4]([C:7]2([N:13]([C:17]3[CH:18]=[CH:19][CH:20]=[CH:21][CH:22]=3)[C:14](=[O:16])[CH3:15])[CH2:12][CH2:11][N:10]([CH2:29][C:26]3[CH:27]=[CH:28][N:23]=[CH:24][CH:25]=3)[CH2:9][CH2:8]2)[S:5][CH:6]=1, predict the reactants needed to synthesize it. The reactants are: [CH3:1][C:2]1[N:3]=[C:4]([C:7]2([N:13]([C:17]3[CH:22]=[CH:21][CH:20]=[CH:19][CH:18]=3)[C:14](=[O:16])[CH3:15])[CH2:12][CH2:11][NH:10][CH2:9][CH2:8]2)[S:5][CH:6]=1.[N:23]1[CH:28]=[CH:27][C:26]([CH:29]=O)=[CH:25][CH:24]=1.C(O[BH-](OC(=O)C)OC(=O)C)(=O)C.[Na+].C(OCC)(=O)C.